This data is from Full USPTO retrosynthesis dataset with 1.9M reactions from patents (1976-2016). The task is: Predict the reactants needed to synthesize the given product. Given the product [F:1][C:2]1[C:3]([NH:28][CH:29]([C:33]([CH3:36])([CH3:35])[CH3:34])[CH2:30][CH:31]=[O:32])=[N:4][C:5]([C:8]2[C:16]3[C:11](=[N:12][CH:13]=[C:14]([F:17])[CH:15]=3)[N:10]([S:18]([C:21]3[CH:27]=[CH:26][C:24]([CH3:25])=[CH:23][CH:22]=3)(=[O:19])=[O:20])[CH:9]=2)=[N:6][CH:7]=1, predict the reactants needed to synthesize it. The reactants are: [F:1][C:2]1[C:3]([NH:28][CH:29]([C:33]([CH3:36])([CH3:35])[CH3:34])[CH2:30][CH2:31][OH:32])=[N:4][C:5]([C:8]2[C:16]3[C:11](=[N:12][CH:13]=[C:14]([F:17])[CH:15]=3)[N:10]([S:18]([C:21]3[CH:27]=[CH:26][C:24]([CH3:25])=[CH:23][CH:22]=3)(=[O:20])=[O:19])[CH:9]=2)=[N:6][CH:7]=1.I(C1C=CC=CC=1C(O)=O)(=O)=O.